This data is from CYP3A4 inhibition data for predicting drug metabolism from PubChem BioAssay. The task is: Regression/Classification. Given a drug SMILES string, predict its absorption, distribution, metabolism, or excretion properties. Task type varies by dataset: regression for continuous measurements (e.g., permeability, clearance, half-life) or binary classification for categorical outcomes (e.g., BBB penetration, CYP inhibition). Dataset: cyp3a4_veith. (1) The compound is O=C(Nc1cccc(F)c1)N1CC2(CCN(C(=O)c3ccncc3)CC2)C1. The result is 1 (inhibitor). (2) The drug is COc1ccc(C(=O)N2CCC[C@@]3(CCN(CC(C)C)C3)C2)cc1. The result is 1 (inhibitor). (3) The drug is CCNC(=S)NNC(=O)c1cccs1. The result is 0 (non-inhibitor). (4) The drug is Fc1ccc(NC(=S)NCCc2ccccc2)c(F)c1F. The result is 0 (non-inhibitor). (5) The molecule is Oc1ccccc1-c1cc(-c2ccccc2)no1. The result is 0 (non-inhibitor). (6) The drug is CN(CC(=O)O)Cc1oc(CO)cc(=O)c1O. The result is 0 (non-inhibitor).